The task is: Regression. Given a peptide amino acid sequence and an MHC pseudo amino acid sequence, predict their binding affinity value. This is MHC class I binding data.. This data is from Peptide-MHC class I binding affinity with 185,985 pairs from IEDB/IMGT. (1) The peptide sequence is HLDELTTTL. The MHC is HLA-B18:01 with pseudo-sequence HLA-B18:01. The binding affinity (normalized) is 0.213. (2) The peptide sequence is GQFGEVYEGV. The MHC is HLA-A02:01 with pseudo-sequence HLA-A02:01. The binding affinity (normalized) is 0.666. (3) The MHC is HLA-A68:02 with pseudo-sequence HLA-A68:02. The peptide sequence is SRLGIVVLR. The binding affinity (normalized) is 0.0847.